Dataset: Full USPTO retrosynthesis dataset with 1.9M reactions from patents (1976-2016). Task: Predict the reactants needed to synthesize the given product. (1) The reactants are: Cl[C:2]1[N:3]=[C:4]([N:15]2[CH2:20][CH2:19][O:18][CH2:17][CH2:16]2)[C:5]2[S:10][C:9]([C:11]([NH2:14])([CH3:13])[CH3:12])=[CH:8][C:6]=2[N:7]=1.CCN(CC)CC.[C:28](Cl)(=[O:30])[CH3:29].CC1(C)C(C)(C)OB([C:40]2[CH:48]=[CH:47][CH:46]=[C:45]3[C:41]=2[CH:42]=[N:43][NH:44]3)O1. Given the product [NH:44]1[C:45]2[C:41](=[C:40]([C:2]3[N:3]=[C:4]([N:15]4[CH2:20][CH2:19][O:18][CH2:17][CH2:16]4)[C:5]4[S:10][C:9]([C:11]([NH:14][C:28](=[O:30])[CH3:29])([CH3:13])[CH3:12])=[CH:8][C:6]=4[N:7]=3)[CH:48]=[CH:47][CH:46]=2)[CH:42]=[N:43]1, predict the reactants needed to synthesize it. (2) The reactants are: [N:1]1[CH:6]=[CH:5][C:4]([C:7]2[S:11][C:10]([C:12]([OH:14])=O)=[CH:9][CH:8]=2)=[CH:3][CH:2]=1.[F:15][C:16]([F:27])([F:26])[O:17][C:18]1[CH:19]=[C:20]([CH2:24][NH2:25])[CH:21]=[CH:22][CH:23]=1. Given the product [F:15][C:16]([F:26])([F:27])[O:17][C:18]1[CH:19]=[C:20]([CH:21]=[CH:22][CH:23]=1)[CH2:24][NH:25][C:12]([C:10]1[S:11][C:7]([C:4]2[CH:3]=[CH:2][N:1]=[CH:6][CH:5]=2)=[CH:8][CH:9]=1)=[O:14], predict the reactants needed to synthesize it. (3) Given the product [CH2:19]([O:18][C:16](=[O:17])[CH:15]([C:11]1[CH:10]=[C:9]([CH3:21])[CH:14]=[CH:13][CH:12]=1)[CH:31]([OH:32])[C:29]1[CH:28]=[CH:27][C:26]2[N:25]([N:24]=[CH:23][N:22]=2)[CH:30]=1)[CH3:20], predict the reactants needed to synthesize it. The reactants are: C([N-]C(C)C)(C)C.[Li+].[C:9]1([CH3:21])[CH:14]=[CH:13][CH:12]=[C:11]([CH2:15][C:16]([O:18][CH2:19][CH3:20])=[O:17])[CH:10]=1.[N:22]1[CH:23]=[N:24][N:25]2[CH:30]=[C:29]([CH:31]=[O:32])[CH:28]=[CH:27][C:26]=12. (4) Given the product [Cl:37][C:38]1[C:39]([OH:49])=[C:40]([S:45]([N:15]([CH2:14][C:10]2[CH:9]=[C:8]([CH:13]=[CH:12][CH:11]=2)[C:7]([N:6]([CH2:5][C:4]2[CH:3]=[C:2]([Cl:1])[CH:35]=[C:34]([Cl:36])[CH:33]=2)[CH2:25][C:26]2[CH:27]=[CH:28][C:29]([F:32])=[CH:30][CH:31]=2)=[O:24])[CH2:16][C:17]2[CH:18]=[CH:19][C:20]([F:23])=[CH:21][CH:22]=2)(=[O:47])=[O:46])[CH:41]=[C:42]([Cl:44])[CH:43]=1, predict the reactants needed to synthesize it. The reactants are: [Cl:1][C:2]1[CH:3]=[C:4]([CH:33]=[C:34]([Cl:36])[CH:35]=1)[CH2:5][N:6]([CH2:25][C:26]1[CH:31]=[CH:30][C:29]([F:32])=[CH:28][CH:27]=1)[C:7](=[O:24])[C:8]1[CH:13]=[CH:12][CH:11]=[C:10]([CH2:14][NH:15][CH2:16][C:17]2[CH:22]=[CH:21][C:20]([F:23])=[CH:19][CH:18]=2)[CH:9]=1.[Cl:37][C:38]1[C:39]([OH:49])=[C:40]([S:45](Cl)(=[O:47])=[O:46])[CH:41]=[C:42]([Cl:44])[CH:43]=1.CCN(CC)CC. (5) Given the product [CH3:2][C:3]1[C:4]([CH2:23][N:24]2[CH2:29][CH2:28][CH2:27][CH2:26][CH:25]2[C:30]2[CH:35]=[CH:34][C:33]([CH2:36][OH:37])=[CH:32][CH:31]=2)=[C:5]2[C:9](=[C:10]([CH3:12])[CH:11]=1)[N:8]([S:13]([C:16]1[CH:17]=[CH:18][C:19]([CH3:20])=[CH:21][CH:22]=1)(=[O:15])=[O:14])[CH:7]=[CH:6]2, predict the reactants needed to synthesize it. The reactants are: [Cl-].[CH3:2][C:3]1[C:4]([CH2:23][N+:24]2[CH:29]=[CH:28][CH:27]=[CH:26][C:25]=2[C:30]2[CH:35]=[CH:34][C:33]([CH2:36][OH:37])=[CH:32][CH:31]=2)=[C:5]2[C:9](=[C:10]([CH3:12])[CH:11]=1)[N:8]([S:13]([C:16]1[CH:22]=[CH:21][C:19]([CH3:20])=[CH:18][CH:17]=1)(=[O:15])=[O:14])[CH:7]=[CH:6]2.N#N. (6) Given the product [CH2:12]([N:15]([CH2:16][CH2:17][CH3:18])[C:2]1[CH:3]=[C:4]([C:10]#[N:11])[C:5](=[CH:8][CH:9]=1)[C:6]#[N:7])[CH2:13][CH3:14], predict the reactants needed to synthesize it. The reactants are: F[C:2]1[CH:3]=[C:4]([C:10]#[N:11])[C:5](=[CH:8][CH:9]=1)[C:6]#[N:7].[CH2:12]([NH:15][CH2:16][CH2:17][CH3:18])[CH2:13][CH3:14].